From a dataset of Merck oncology drug combination screen with 23,052 pairs across 39 cell lines. Regression. Given two drug SMILES strings and cell line genomic features, predict the synergy score measuring deviation from expected non-interaction effect. (1) Drug 1: O=C(O)C1(Cc2cccc(Nc3nccs3)n2)CCC(Oc2cccc(Cl)c2F)CC1. Drug 2: CNC(=O)c1cc(Oc2ccc(NC(=O)Nc3ccc(Cl)c(C(F)(F)F)c3)cc2)ccn1. Cell line: OCUBM. Synergy scores: synergy=-0.382. (2) Drug 1: CC1(c2nc3c(C(N)=O)cccc3[nH]2)CCCN1. Drug 2: COC1CC2CCC(C)C(O)(O2)C(=O)C(=O)N2CCCCC2C(=O)OC(C(C)CC2CCC(OP(C)(C)=O)C(OC)C2)CC(=O)C(C)C=C(C)C(O)C(OC)C(=O)C(C)CC(C)C=CC=CC=C1C. Cell line: A375. Synergy scores: synergy=0.877. (3) Drug 1: N#Cc1ccc(Cn2cncc2CN2CCN(c3cccc(Cl)c3)C(=O)C2)cc1. Drug 2: Cn1cc(-c2cnn3c(N)c(Br)c(C4CCCNC4)nc23)cn1. Cell line: HT29. Synergy scores: synergy=18.1. (4) Drug 1: Cc1nc(Nc2ncc(C(=O)Nc3c(C)cccc3Cl)s2)cc(N2CCN(CCO)CC2)n1. Drug 2: NC1CCCCC1N.O=C(O)C(=O)O.[Pt+2]. Cell line: A2058. Synergy scores: synergy=25.7. (5) Drug 1: C=CCn1c(=O)c2cnc(Nc3ccc(N4CCN(C)CC4)cc3)nc2n1-c1cccc(C(C)(C)O)n1. Drug 2: Cn1cc(-c2cnn3c(N)c(Br)c(C4CCCNC4)nc23)cn1. Cell line: COLO320DM. Synergy scores: synergy=34.5. (6) Drug 1: CC1CC2C3CCC4=CC(=O)C=CC4(C)C3(F)C(O)CC2(C)C1(O)C(=O)CO. Drug 2: N#Cc1ccc(Cn2cncc2CN2CCN(c3cccc(Cl)c3)C(=O)C2)cc1. Cell line: HCT116. Synergy scores: synergy=-2.13.